From a dataset of Forward reaction prediction with 1.9M reactions from USPTO patents (1976-2016). Predict the product of the given reaction. (1) Given the reactants Cl[CH2:2][C:3]1[N:4]=[C:5]([NH:8][C:9]([NH:11][CH2:12][C:13]2[CH:18]=[CH:17][CH:16]=[C:15]([F:19])[CH:14]=2)=[O:10])[S:6][CH:7]=1.[CH3:20][NH:21][C:22]1[C:27]([CH3:28])=[N:26][CH:25]=[CH:24][N:23]=1.C([O-])([O-])=O.[K+].[K+], predict the reaction product. The product is: [F:19][C:15]1[CH:14]=[C:13]([CH:18]=[CH:17][CH:16]=1)[CH2:12][NH:11][C:9]([NH:8][C:5]1[S:6][CH:7]=[C:3]([CH2:2][N:21]([CH3:20])[C:22]2[C:27]([CH3:28])=[N:26][CH:25]=[CH:24][N:23]=2)[N:4]=1)=[O:10]. (2) Given the reactants C([O:8][CH2:9][CH2:10][S:11][C:12]1[CH:17]=[CH:16][CH:15]=[CH:14][C:13]=1[C:18]([NH:21][C:22]1[C:23](=[O:42])[N:24]([C:28]2[CH:29]=[C:30]([CH:37]=[C:38]([F:41])[C:39]=2[CH3:40])[C:31]([NH:33][CH:34]2[CH2:36][CH2:35]2)=[O:32])[CH:25]=[CH:26][N:27]=1)([CH3:20])[CH3:19])C1C=CC=CC=1.B(Br)(Br)Br, predict the reaction product. The product is: [CH:34]1([NH:33][C:31](=[O:32])[C:30]2[CH:29]=[C:28]([N:24]3[CH:25]=[CH:26][N:27]=[C:22]([NH:21][C:18]([C:13]4[CH:14]=[CH:15][CH:16]=[CH:17][C:12]=4[S:11][CH2:10][CH2:9][OH:8])([CH3:20])[CH3:19])[C:23]3=[O:42])[C:39]([CH3:40])=[C:38]([F:41])[CH:37]=2)[CH2:36][CH2:35]1.